Dataset: M1 muscarinic receptor antagonist screen with 61,756 compounds. Task: Binary Classification. Given a drug SMILES string, predict its activity (active/inactive) in a high-throughput screening assay against a specified biological target. (1) The compound is O=C1N(C(c2c1[nH]nc2c1ccccc1)c1cc(OC)c(O)cc1)c1ccccc1. The result is 0 (inactive). (2) The compound is O(CCCC)c1c(NC(=O)Cn2c3c(nc2c2nonc2N)cccc3)cccc1. The result is 0 (inactive). (3) The molecule is S(=O)(=O)(c1nc(oc1SCC(=O)NCC1OCCC1)c1ccccc1)c1ccc(F)cc1. The result is 0 (inactive). (4) The drug is s1\c([nH]c(c1)C)=C(/N=O)c1nc(sc1)C. The result is 0 (inactive). (5) The molecule is Fc1ccc(C(CCCN2CCC(n3c4c([nH]c3=O)cccc4)CC2)c2ccc(F)cc2)cc1. The result is 0 (inactive). (6) The drug is O1C(C(O)(COC(=O)C)C)Cc2c1nc1c(c2OC)cccc1. The result is 0 (inactive). (7) The compound is S(=O)(=O)(n1nccc1)c1sccc1. The result is 0 (inactive). (8) The drug is Clc1cc2c(NC(=O)CN3CCOCC3)c(oc2cc1)C(=O)N. The result is 0 (inactive). (9) The molecule is S=c1n2[nH]c(nc2c2c(n1)cccc2)c1ccccc1. The result is 0 (inactive).